This data is from Forward reaction prediction with 1.9M reactions from USPTO patents (1976-2016). The task is: Predict the product of the given reaction. (1) Given the reactants Cl.Cl.[NH:3]1[CH2:6][CH:5]([C:7]2[C:8]([O:28][CH3:29])=[C:9]([CH:15]([N:17]3[C:21]4=[N:22][CH:23]=[N:24][C:25]([NH2:26])=[C:20]4[C:19]([CH3:27])=[N:18]3)[CH3:16])[CH:10]=[C:11]([Cl:14])[C:12]=2[CH3:13])[CH2:4]1.[OH:30][C@@H:31]([CH3:35])[C:32](O)=[O:33].C(N(CC)CC)C.F[P-](F)(F)(F)(F)F.C[N+](C)=C(N(C)C)ON1C2N=CC=CC=2N=N1, predict the reaction product. The product is: [NH2:26][C:25]1[N:24]=[CH:23][N:22]=[C:21]2[N:17]([CH:15]([C:9]3[C:8]([O:28][CH3:29])=[C:7]([CH:5]4[CH2:4][N:3]([C:32](=[O:33])[C@@H:31]([OH:30])[CH3:35])[CH2:6]4)[C:12]([CH3:13])=[C:11]([Cl:14])[CH:10]=3)[CH3:16])[N:18]=[C:19]([CH3:27])[C:20]=12. (2) Given the reactants C[O:2][C:3]([C:5]1[C:6]([CH:23]2[CH2:25][CH2:24]2)=[N:7][C:8]2[C:13]([C:14]=1[C:15]1[CH:20]=[CH:19][CH:18]=[CH:17][CH:16]=1)=[CH:12][C:11]([Cl:21])=[CH:10][C:9]=2[CH3:22])=[O:4].[OH-].[K+], predict the reaction product. The product is: [Cl:21][C:11]1[CH:12]=[C:13]2[C:8](=[C:9]([CH3:22])[CH:10]=1)[N:7]=[C:6]([CH:23]1[CH2:25][CH2:24]1)[C:5]([C:3]([OH:4])=[O:2])=[C:14]2[C:15]1[CH:20]=[CH:19][CH:18]=[CH:17][CH:16]=1.